Dataset: NCI-60 drug combinations with 297,098 pairs across 59 cell lines. Task: Regression. Given two drug SMILES strings and cell line genomic features, predict the synergy score measuring deviation from expected non-interaction effect. Drug 1: CC12CCC(CC1=CCC3C2CCC4(C3CC=C4C5=CN=CC=C5)C)O. Drug 2: COCCOC1=C(C=C2C(=C1)C(=NC=N2)NC3=CC=CC(=C3)C#C)OCCOC.Cl. Cell line: SK-MEL-28. Synergy scores: CSS=6.25, Synergy_ZIP=0.258, Synergy_Bliss=4.77, Synergy_Loewe=1.89, Synergy_HSA=2.00.